Dataset: Forward reaction prediction with 1.9M reactions from USPTO patents (1976-2016). Task: Predict the product of the given reaction. (1) Given the reactants [OH:1][C:2]1[CH:10]=[CH:9][C:5]([C:6]([OH:8])=[O:7])=[CH:4][C:3]=1[C:11]([F:14])([F:13])[F:12].C(O)(=O)C.S(Cl)([Cl:22])(=O)=O, predict the reaction product. The product is: [Cl:22][C:10]1[CH:9]=[C:5]([CH:4]=[C:3]([C:11]([F:12])([F:13])[F:14])[C:2]=1[OH:1])[C:6]([OH:8])=[O:7]. (2) Given the reactants [Br:1][CH2:2][CH2:3][CH2:4][CH2:5]/[CH:6]=[CH:7]\[CH:8]=[CH:9]/[CH2:10][CH2:11][CH2:12][CH2:13]Br.[N:15]1[CH:20]=[CH:19][C:18]([CH3:21])=[C:17]([CH3:22])[CH:16]=1, predict the reaction product. The product is: [Br-:1].[Br-:1].[CH2:2]([N+:15]1[CH:20]=[CH:19][C:18]([CH3:21])=[C:17]([CH3:22])[CH:16]=1)[CH2:3][CH2:4][CH2:5]/[CH:6]=[CH:7]\[CH:8]=[CH:9]/[CH2:10][CH2:11][CH2:12][CH2:13][N+:15]1[CH:20]=[CH:19][C:18]([CH3:21])=[C:17]([CH3:22])[CH:16]=1. (3) The product is: [CH:21]([C:18]1[N:17]=[C:16]([N:13]2[CH2:14][CH2:15][CH:10]([O:9][C:7]3[S:8][C:4]4[CH:3]=[C:2]([C:34]5[CH2:39][CH2:38][N:37]([C:40]([O:42][C:43]([CH3:46])([CH3:45])[CH3:44])=[O:41])[CH2:36][CH:35]=5)[CH:25]=[CH:24][C:5]=4[N:6]=3)[CH2:11][CH2:12]2)[O:20][N:19]=1)([CH3:23])[CH3:22]. Given the reactants Br[C:2]1[CH:25]=[CH:24][C:5]2[N:6]=[C:7]([O:9][CH:10]3[CH2:15][CH2:14][N:13]([C:16]4[O:20][N:19]=[C:18]([CH:21]([CH3:23])[CH3:22])[N:17]=4)[CH2:12][CH2:11]3)[S:8][C:4]=2[CH:3]=1.CC1(C)C(C)(C)OB([C:34]2[CH2:39][CH2:38][N:37]([C:40]([O:42][C:43]([CH3:46])([CH3:45])[CH3:44])=[O:41])[CH2:36][CH:35]=2)O1.C(=O)([O-])[O-].[K+].[K+], predict the reaction product. (4) Given the reactants [CH2:1]([O:3][C:4]([C:6]1([NH:11][C:12]([CH:14]2[CH2:19][CH:18]3[CH2:20][CH:15]2[C:16](=[O:21])[O:17]3)=[O:13])[CH2:8][CH:7]1[CH:9]=[CH2:10])=[O:5])[CH3:2].[CH3:22][CH2:23][N:24]([CH:28]([CH3:30])[CH3:29])[CH:25]([CH3:27])[CH3:26].[OH2:31], predict the reaction product. The product is: [CH:25]([N:24]([CH:28]([CH3:30])[CH3:29])[CH2:23][CH3:22])([CH3:27])[CH3:26].[CH2:1]([O:3][C:4]([C:6]1([NH:11][C:12]([CH:14]2[CH2:19][CH:18]([OH:17])[CH2:20][CH:15]2[C:16]([OH:21])=[O:31])=[O:13])[CH2:8][CH:7]1[CH:9]=[CH2:10])=[O:5])[CH3:2]. (5) The product is: [NH2:20][C:17]1[CH:16]=[CH:15][C:14]([C:11]2[NH:10][C:9]3[C:8]([OH:23])=[CH:7][CH:6]=[C:5]([C:3]([OH:4])=[O:2])[C:13]=3[N:12]=2)=[CH:19][CH:18]=1. Given the reactants C[O:2][C:3]([C:5]1[C:13]2[N:12]=[C:11]([C:14]3[CH:19]=[CH:18][C:17]([N+:20]([O-])=O)=[CH:16][CH:15]=3)[NH:10][C:9]=2[C:8]([O:23]C)=[CH:7][CH:6]=1)=[O:4].[H][H], predict the reaction product. (6) Given the reactants Cl[C:2]1[CH:3]=[CH:4][C:5]2[N:6]([CH:8]=[CH:9][N:10]=2)[N:7]=1.O.[NH3:12], predict the reaction product. The product is: [N:10]1[CH:9]=[CH:8][N:6]2[C:5]=1[CH:4]=[CH:3][C:2]([NH2:12])=[N:7]2. (7) Given the reactants [CH2:1]([C:5]1[N:10]2[N:11]=[CH:12][CH:13]=[C:9]2[N:8]([C@H:14]2[CH2:19][CH2:18][C@H:17]([O:20][CH2:21][C:22]([OH:25])([CH3:24])[CH3:23])[CH2:16][CH2:15]2)[C:7](=[O:26])[C:6]=1[CH2:27][C:28]1[CH:33]=[CH:32][C:31]([C:34]2[C:35]([C:40]#[N:41])=[CH:36][CH:37]=[CH:38][CH:39]=2)=[CH:30][CH:29]=1)[CH2:2][CH2:3][CH3:4].C[Si]([N:46]=[N+:47]=[N-:48])(C)C.C([Sn](=O)CCCC)CCC.C1(C)C=CC=CC=1, predict the reaction product. The product is: [CH2:1]([C:5]1[N:10]2[N:11]=[CH:12][CH:13]=[C:9]2[N:8]([C@H:14]2[CH2:19][CH2:18][C@H:17]([O:20][CH2:21][C:22]([OH:25])([CH3:23])[CH3:24])[CH2:16][CH2:15]2)[C:7](=[O:26])[C:6]=1[CH2:27][C:28]1[CH:33]=[CH:32][C:31]([C:34]2[CH:39]=[CH:38][CH:37]=[CH:36][C:35]=2[C:40]2[NH:48][N:47]=[N:46][N:41]=2)=[CH:30][CH:29]=1)[CH2:2][CH2:3][CH3:4].